This data is from Peptide-MHC class I binding affinity with 185,985 pairs from IEDB/IMGT. The task is: Regression. Given a peptide amino acid sequence and an MHC pseudo amino acid sequence, predict their binding affinity value. This is MHC class I binding data. (1) The peptide sequence is AVNKSNKPLK. The MHC is HLA-A03:01 with pseudo-sequence HLA-A03:01. The binding affinity (normalized) is 0.354. (2) The peptide sequence is AADFPGIAR. The MHC is HLA-A26:02 with pseudo-sequence HLA-A26:02. The binding affinity (normalized) is 0.0847. (3) The peptide sequence is GMLQGRGPL. The MHC is H-2-Kb with pseudo-sequence H-2-Kb. The binding affinity (normalized) is 0.335.